This data is from Catalyst prediction with 721,799 reactions and 888 catalyst types from USPTO. The task is: Predict which catalyst facilitates the given reaction. (1) Reactant: Cl.[CH3:2][O:3][C:4](=[O:34])[C@@H:5]([NH2:33])[CH2:6][C:7]1[CH:32]=[CH:31][C:10]2[O:11][C@@H:12]([C:15]3[CH:20]=[CH:19][CH:18]=[C:17]([O:21][CH2:22][C:23]4[CH:28]=[CH:27][C:26]([Cl:29])=[C:25]([Cl:30])[CH:24]=4)[CH:16]=3)[CH2:13][O:14][C:9]=2[CH:8]=1.C([O-])(O)=O.[Na+].[N+:40]([C:43]1[CH:48]=[CH:47][C:46]([S:49](Cl)(=[O:51])=[O:50])=[CH:45][CH:44]=1)([O-:42])=[O:41]. Product: [CH3:2][O:3][C:4](=[O:34])[C@@H:5]([NH:33][S:49]([C:46]1[CH:45]=[CH:44][C:43]([N+:40]([O-:42])=[O:41])=[CH:48][CH:47]=1)(=[O:50])=[O:51])[CH2:6][C:7]1[CH:32]=[CH:31][C:10]2[O:11][C@@H:12]([C:15]3[CH:20]=[CH:19][CH:18]=[C:17]([O:21][CH2:22][C:23]4[CH:28]=[CH:27][C:26]([Cl:29])=[C:25]([Cl:30])[CH:24]=4)[CH:16]=3)[CH2:13][O:14][C:9]=2[CH:8]=1. The catalyst class is: 25. (2) Reactant: [Cl:1][C:2]1[CH:7]=[C:6]([Cl:8])[CH:5]=[CH:4][C:3]=1[C:9](=O)[CH2:10][N:11]1[CH:15]=[CH:14][N:13]=[C:12]1[C:16]([O:18]CC)=O.C([O-])(=O)C.[NH4+:26].C(=O)([O-])[O-].[Na+].[Na+]. Product: [Cl:1][C:2]1[CH:7]=[C:6]([Cl:8])[CH:5]=[CH:4][C:3]=1[C:9]1[NH:26][C:16](=[O:18])[C:12]2[N:11]([CH:15]=[CH:14][N:13]=2)[CH:10]=1. The catalyst class is: 15. (3) Reactant: [F:1][C:2]([F:27])([F:26])[C:3]1[CH:8]=[CH:7][C:6]([C:9]2[N:14]=[CH:13][N:12]=[C:11]([O:15][C:16]3[C:21]4[N:22]=[C:23]([NH2:25])[S:24][C:20]=4[CH:19]=[CH:18][CH:17]=3)[CH:10]=2)=[CH:5][CH:4]=1.[C:28]([O:31][C:32](=O)[CH:33](C1C=CC=CC=1)[OH:34])(=[O:30])[CH3:29].C(N(CC)CC)C. Product: [F:27][C:2]([F:26])([F:1])[C:3]1[CH:8]=[CH:7][C:6]([C:9]2[N:14]=[CH:13][N:12]=[C:11]([O:15][C:16]3[C:21]4[N:22]=[C:23]([NH:25][C:33]([CH2:32][O:31][C:28](=[O:30])[CH3:29])=[O:34])[S:24][C:20]=4[CH:19]=[CH:18][CH:17]=3)[CH:10]=2)=[CH:5][CH:4]=1. The catalyst class is: 12. (4) Product: [C:37]([NH:1][C:2]1[CH:3]=[C:4]([NH:17][C:18]([C:20]2[C:21]([C:27]3[CH:28]=[CH:29][C:30]([C:33]([F:36])([F:34])[F:35])=[CH:31][CH:32]=3)=[CH:22][C:23]([CH3:26])=[CH:24][CH:25]=2)=[O:19])[CH:5]=[CH:6][C:7]=1[O:8][CH2:9][CH2:10][C:11]1[CH:16]=[CH:15][CH:14]=[CH:13][N:12]=1)(=[O:39])[CH3:38]. Reactant: [NH2:1][C:2]1[CH:3]=[C:4]([NH:17][C:18]([C:20]2[C:21]([C:27]3[CH:32]=[CH:31][C:30]([C:33]([F:36])([F:35])[F:34])=[CH:29][CH:28]=3)=[CH:22][C:23]([CH3:26])=[CH:24][CH:25]=2)=[O:19])[CH:5]=[CH:6][C:7]=1[O:8][CH2:9][CH2:10][C:11]1[CH:16]=[CH:15][CH:14]=[CH:13][N:12]=1.[C:37](OC(=O)C)(=[O:39])[CH3:38].O.C(=O)([O-])[O-].[K+].[K+]. The catalyst class is: 13. (5) Reactant: Br[C:2]1[CH:7]=[CH:6][CH:5]=[C:4]([Br:8])[N:3]=1.[NH:9]1[CH2:14][CH2:13][CH2:12][CH2:11][CH2:10]1.P([O-])([O-])([O-])=O.[K+].[K+].[K+].BrC1C(Br)=NC=CC=1. Product: [Br:8][C:4]1[CH:5]=[CH:6][CH:7]=[C:2]([N:9]2[CH2:14][CH2:13][CH2:12][CH2:11][CH2:10]2)[N:3]=1. The catalyst class is: 12. (6) Reactant: [NH2:1][CH2:2][CH2:3][CH2:4][N:5]1[C:9]2[CH:10]=[CH:11][CH:12]=[CH:13][C:8]=2[N:7]=[C:6]1[CH2:14][N:15]([CH3:26])[CH:16]1[C:25]2[N:24]=[CH:23][CH:22]=[CH:21][C:20]=2[CH2:19][CH2:18][CH2:17]1.[C:27]([NH:34][C:35](N1C=CC=N1)=[N:36][C:37]([O:39][C:40]([CH3:43])([CH3:42])[CH3:41])=[O:38])([O:29][C:30]([CH3:33])([CH3:32])[CH3:31])=[O:28]. Product: [CH3:26][N:15]([CH2:14][C:6]1[N:5]([CH2:4][CH2:3][CH2:2][NH:1]/[C:35](/[NH:36][C:37](=[O:38])[O:39][C:40]([CH3:43])([CH3:42])[CH3:41])=[N:34]\[C:27](=[O:28])[O:29][C:30]([CH3:33])([CH3:32])[CH3:31])[C:9]2[CH:10]=[CH:11][CH:12]=[CH:13][C:8]=2[N:7]=1)[CH:16]1[C:25]2[N:24]=[CH:23][CH:22]=[CH:21][C:20]=2[CH2:19][CH2:18][CH2:17]1. The catalyst class is: 1. (7) Reactant: C([O:3][C:4]([C:6]1[C:7]([C:15]([OH:18])([CH3:17])[CH3:16])=[N:8][N:9]2[CH:14]=[CH:13][CH:12]=[CH:11][C:10]=12)=O)C.[H-].[Al+3].[Li+].[H-].[H-].[H-].O.[OH-].[Na+]. Product: [OH:3][CH2:4][C:6]1[C:7]([C:15]([OH:18])([CH3:16])[CH3:17])=[N:8][N:9]2[CH:14]=[CH:13][CH:12]=[CH:11][C:10]=12. The catalyst class is: 7.